This data is from Reaction yield outcomes from USPTO patents with 853,638 reactions. The task is: Predict the reaction yield, written as a fraction of the theoretical maximum amount of product (1.0 means a 100% yield; for example, 0.34 means a 34% yield). (1) The reactants are [Br:1][C:2]1[CH:7]=[CH:6][C:5]([C:8]([C:10]2[CH:15]=[CH:14][C:13]([O:16]C)=[CH:12][C:11]=2[CH3:18])=[O:9])=[CH:4][CH:3]=1.[Al+3].[Cl-].[Cl-].[Cl-].O. The catalyst is C1C=CC=CC=1. The product is [Br:1][C:2]1[CH:7]=[CH:6][C:5]([C:8]([C:10]2[CH:15]=[CH:14][C:13]([OH:16])=[CH:12][C:11]=2[CH3:18])=[O:9])=[CH:4][CH:3]=1. The yield is 0.860. (2) The reactants are [NH2:1][C@@H:2]1[C:11]2[C:6](=[CH:7][CH:8]=[CH:9][CH:10]=2)[C@H:5]([OH:12])[CH2:4][CH2:3]1.[H-].[Na+].F[C:16]1[CH:17]=[CH:18][C:19]2[N:20]([C:22]([N:25]3[CH2:30][CH2:29][N:28]([CH3:31])[CH2:27][CH2:26]3)=[N:23][N:24]=2)[CH:21]=1. The catalyst is CN(C=O)C.O. The product is [CH3:31][N:28]1[CH2:27][CH2:26][N:25]([C:22]2[N:20]3[CH:21]=[C:16]([O:12][C@H:5]4[C:6]5[C:11](=[CH:10][CH:9]=[CH:8][CH:7]=5)[C@@H:2]([NH2:1])[CH2:3][CH2:4]4)[CH:17]=[CH:18][C:19]3=[N:24][N:23]=2)[CH2:30][CH2:29]1. The yield is 0.780. (3) The reactants are [NH2:1][CH:2]([C:4]1[N:9]=[C:8]2[CH:10]=[CH:11][N:12]([CH3:13])[C:7]2=[CH:6][C:5]=1[N:14]1[CH2:19][CH2:18][C:17]([CH3:21])([OH:20])[CH2:16][CH2:15]1)[CH3:3].[NH2:22][C:23]1[N:28]=[C:27]([NH2:29])[C:26]([C:30]#[N:31])=[C:25](Cl)[N:24]=1.CCN(CC)CC. The catalyst is CN(C=O)C. The product is [NH2:22][C:23]1[N:28]=[C:27]([NH2:29])[C:26]([C:30]#[N:31])=[C:25]([NH:1][CH:2]([C:4]2[N:9]=[C:8]3[CH:10]=[CH:11][N:12]([CH3:13])[C:7]3=[CH:6][C:5]=2[N:14]2[CH2:15][CH2:16][C:17]([OH:20])([CH3:21])[CH2:18][CH2:19]2)[CH3:3])[N:24]=1. The yield is 0.490. (4) The product is [CH3:1][N:2]([CH3:39])[C@@H:3]1[CH2:7][CH2:6][N:5]([C:8]2[N:13]3[CH:14]=[C:15]([CH2:17][N:18]([CH2:29][CH3:30])[C@@H:19]4[C:28]5[N:27]=[CH:26][CH:25]=[CH:24][C:23]=5[CH2:22][CH2:21][CH2:20]4)[N:16]=[C:12]3[CH:11]=[CH:10][CH:9]=2)[CH2:4]1. No catalyst specified. The yield is 0.480. The reactants are [CH3:1][N:2]([CH3:39])[C@@H:3]1[CH2:7][CH2:6][N:5]([C:8]2[N:13]3[CH:14]=[C:15]([CH2:17][N:18]([C@H:29](C4C=CC(OC)=CC=4)[CH3:30])[C@@H:19]4[C:28]5[N:27]=[CH:26][CH:25]=[CH:24][C:23]=5[CH2:22][CH2:21][CH2:20]4)[N:16]=[C:12]3[CH:11]=[CH:10][CH:9]=2)[CH2:4]1.C(=O)C. (5) The reactants are C(Cl)CCl.C1C=NC2N(O)N=NC=2C=1.[NH2:15][C:16]1[CH:17]=[N:18][CH:19]=[CH:20][C:21]=1[C@H:22]1[CH2:27][C@@H:26]([NH:28][C:29](=[O:35])[O:30][C:31]([CH3:34])([CH3:33])[CH3:32])[C@@H:25]([O:36][CH2:37][CH2:38][S:39]([CH3:42])(=[O:41])=[O:40])[C@@H:24]([CH3:43])[CH2:23]1.[F:44][C:45]1[CH:50]=[CH:49][CH:48]=[C:47]([F:51])[C:46]=1[C:52]1[N:57]=[C:56]([C:58]([OH:60])=[O:59])[CH:55]=[CH:54][C:53]=1[F:61]. The catalyst is CN(C=O)C.O. The product is [F:44][C:45]1[CH:50]=[CH:49][CH:48]=[C:47]([F:51])[C:46]=1[C:52]1[N:57]=[C:56]([C:58]([NH:15][C:16]2[CH:17]=[N:18][CH:19]=[CH:20][C:21]=2[C@@H:22]2[CH2:27][C@H:26]([NH:28][C:29](=[O:35])[O:30][C:31]([CH3:34])([CH3:33])[CH3:32])[C@H:25]([O:36][CH2:37][CH2:38][S:39]([CH3:42])(=[O:41])=[O:40])[C@H:24]([CH3:43])[CH2:23]2)=[O:59])[CH:55]=[CH:54][C:53]=1[F:61].[F:51][C:47]1[CH:48]=[CH:49][CH:50]=[C:45]([F:44])[C:46]=1[C:52]1[N:57]=[C:56]([C:58]([NH:15][C:16]2[CH:17]=[N:18][CH:19]=[CH:20][C:21]=2[C@H:22]2[CH2:27][C@@H:26]([NH:28][C:29](=[O:35])[O:30][C:31]([CH3:34])([CH3:33])[CH3:32])[C@@H:25]([O:36][CH2:37][CH2:38][S:39]([CH3:42])(=[O:41])=[O:40])[C@@H:24]([CH3:43])[CH2:23]2)=[O:60])[CH:55]=[CH:54][C:53]=1[F:61]. The yield is 0.480. (6) The reactants are [Cl:1][C:2]1[CH:3]=[N:4][C:5]2[NH:6][C:7]3[CH:8]=[CH:9][CH:10]=[C:11]([CH:23]=3)[CH2:12][NH:13][C:14]3[CH:22]=[C:18]([NH:19][C:20]=1[N:21]=2)[CH:17]=[CH:16][CH:15]=3.[S:24]1[CH:28]=[CH:27][CH:26]=[C:25]1[C:29](Cl)=[O:30]. No catalyst specified. The product is [Cl:1][C:2]1[CH:3]=[N:4][C:5]2[NH:6][C:7]3[CH:8]=[CH:9][CH:10]=[C:11]([CH:23]=3)[CH2:12][N:13]([C:29]([C:25]3[S:24][CH:28]=[CH:27][CH:26]=3)=[O:30])[C:14]3[CH:22]=[C:18]([NH:19][C:20]=1[N:21]=2)[CH:17]=[CH:16][CH:15]=3. The yield is 0.340. (7) The reactants are [Br:1][C:2]1[C:3](C)=[C:4]2[C:8](=[CH:9][CH:10]=1)[NH:7][C:6]([CH3:11])=[C:5]2[CH3:12].[CH2:14]([I:16])[CH3:15].[C:17](#N)C. No catalyst specified. The product is [I-:16].[Br:1][C:2]1[CH:3]=[C:4]2[C:8](=[CH:9][CH:10]=1)[N+:7]([CH2:14][CH3:15])=[C:6]([CH3:11])[C:5]2([CH3:12])[CH3:17]. The yield is 0.870. (8) The reactants are FC1C=[C:6]([F:8])[C:5]([F:9])=[CH:4][C:3]=1[C:10](=[O:62])[CH2:11][C:12]([O:14][CH2:15][C:16]1[CH:21]=[CH:20][C:19]([O:22][CH2:23][CH2:24][CH2:25][CH2:26][CH2:27][CH2:28][CH2:29][CH2:30][CH2:31][CH2:32][CH:33]2[C:45]3[C:40](=[C:41]4[CH:53]=[CH:52][CH:51]=[CH:50][C:42]4=[C:43]4[CH:49]=[CH:48][CH:47]=[CH:46][C:44]4=3)[C:39]3[C:34]2=[C:35]2[CH:61]=[CH:60][CH:59]=[CH:58][C:36]2=[C:37]2[CH:57]=[CH:56][CH:55]=[CH:54][C:38]2=3)=[CH:18][CH:17]=1)=[O:13].CO[CH:65](OC)[N:66]([CH3:68])[CH3:67].[CH:71]1(N)C[CH2:72]1.[CH2:75]1COCC1. No catalyst specified. The product is [CH:68]1([N:66]2[C:65]3[C:3](=[CH:4][C:5]([F:9])=[C:6]([F:8])[CH:75]=3)[C:10](=[O:62])[C:11]([C:12]([O:14][CH2:15][C:16]3[CH:17]=[CH:18][C:19]([O:22][CH2:23][CH2:24][CH2:25][CH2:26][CH2:27][CH2:28][CH2:29][CH2:30][CH2:31][CH2:32][CH:33]4[C:34]5[C:39](=[C:38]6[CH:54]=[CH:55][CH:56]=[CH:57][C:37]6=[C:36]6[CH:58]=[CH:59][CH:60]=[CH:61][C:35]6=5)[C:40]5[C:45]4=[C:44]4[CH:46]=[CH:47][CH:48]=[CH:49][C:43]4=[C:42]4[CH:50]=[CH:51][CH:52]=[CH:53][C:41]4=5)=[CH:20][CH:21]=3)=[O:13])=[CH:67]2)[CH2:72][CH2:71]1. The yield is 0.520.